From a dataset of Catalyst prediction with 721,799 reactions and 888 catalyst types from USPTO. Predict which catalyst facilitates the given reaction. (1) Product: [ClH:18].[N:1]1[CH:6]=[CH:5][C:4]([C:7]2([NH2:10])[CH2:9][CH2:8]2)=[CH:3][N:2]=1. Reactant: [N:1]1[CH:6]=[CH:5][C:4]([C:7]2([NH:10]C(=O)OC(C)(C)C)[CH2:9][CH2:8]2)=[CH:3][N:2]=1.[ClH:18]. The catalyst class is: 12. (2) Reactant: [CH2:1]([O:8][C:9]([NH:11][C@@H:12]([CH2:18][CH:19]1[CH2:21][CH2:20]1)[CH:13]([OH:17])[C:14](O)=[O:15])=[O:10])[C:2]1[CH:7]=[CH:6][CH:5]=[CH:4][CH:3]=1.O[N:23]1C(=O)CC[C:24]1=O.C(Cl)CCl.CN. Product: [CH:19]1([CH2:18][C@H:12]([NH:11][C:9](=[O:10])[O:8][CH2:1][C:2]2[CH:7]=[CH:6][CH:5]=[CH:4][CH:3]=2)[CH:13]([OH:17])[C:14]([NH:23][CH3:24])=[O:15])[CH2:21][CH2:20]1. The catalyst class is: 168.